The task is: Predict the reaction yield, written as a fraction of the theoretical maximum amount of product (1.0 means a 100% yield; for example, 0.34 means a 34% yield).. This data is from Reaction yield outcomes from USPTO patents with 853,638 reactions. The reactants are Br[C:2]1[CH:3]=[C:4]([CH:9]=[C:10]([C:12]([CH3:15])([CH3:14])[CH3:13])[CH:11]=1)[C:5]([O:7]C)=[O:6].[OH-].[Na+].BrBr. The catalyst is [OH-].[OH-].[Pd+2].CO.[Pd]. The product is [C:12]([C:10]1[CH:9]=[C:4]([CH:3]=[CH:2][CH:11]=1)[C:5]([OH:7])=[O:6])([CH3:15])([CH3:13])[CH3:14]. The yield is 0.810.